This data is from CYP1A2 inhibition data for predicting drug metabolism from PubChem BioAssay. The task is: Regression/Classification. Given a drug SMILES string, predict its absorption, distribution, metabolism, or excretion properties. Task type varies by dataset: regression for continuous measurements (e.g., permeability, clearance, half-life) or binary classification for categorical outcomes (e.g., BBB penetration, CYP inhibition). Dataset: cyp1a2_veith. (1) The drug is COC(=O)C1CSC(C(=O)OC)N1C(=O)Nc1c(C)cccc1C. The result is 0 (non-inhibitor). (2) The compound is CC[C@H](C)C(=O)O[C@@H]1C[C@H](C)C=C2C=C[C@H](C)[C@@H](CC[C@H]3C[C@@H](O)CC(=O)O3)[C@H]21. The result is 0 (non-inhibitor). (3) The drug is Br.COCC(C)NCc1cccc(C)c1. The result is 0 (non-inhibitor). (4) The molecule is NC(=O)c1ncn([C@H]2O[C@@H](CO)[C@@H](O)[C@@H]2O)n1. The result is 0 (non-inhibitor).